This data is from Forward reaction prediction with 1.9M reactions from USPTO patents (1976-2016). The task is: Predict the product of the given reaction. (1) The product is: [CH:1]([C:4]1[CH:5]=[C:6]2[C:8]([CH:12]=[CH:13][CH:15]=[N:7]2)=[CH:9][CH:10]=1)([CH3:3])[CH3:2]. Given the reactants [CH:1]([C:4]1[CH:5]=[C:6]([CH:8]=[CH:9][CH:10]=1)[NH2:7])([CH3:3])[CH3:2].O[CH2:12][CH:13]([CH2:15]O)O.[Na+].[N+](C1C=C(S([O-])(=O)=O)C=CC=1)([O-])=O, predict the reaction product. (2) Given the reactants [Cl:1][C:2]1[CH:3]=[C:4]([NH:10][C:11]2[CH:15]=[C:14](C(OC)=O)[N:13]([CH3:20])[N:12]=2)[C:5](=[O:9])[N:6]([CH3:8])[N:7]=1.[CH2:21]1COCC1.C[Mg]Br.C([O:31][CH2:32][CH3:33])C, predict the reaction product. The product is: [Cl:1][C:2]1[CH:3]=[C:4]([NH:10][C:11]2[CH:15]=[C:14]([C:32]([OH:31])([CH3:33])[CH3:21])[N:13]([CH3:20])[N:12]=2)[C:5](=[O:9])[N:6]([CH3:8])[N:7]=1.